From a dataset of Forward reaction prediction with 1.9M reactions from USPTO patents (1976-2016). Predict the product of the given reaction. (1) Given the reactants [NH2:1][CH2:2][CH2:3][NH:4][C:5](=[O:11])[O:6][C:7]([CH3:10])([CH3:9])[CH3:8].[OH:12][C:13]1[CH:22]=[C:21]2[C:16]([CH:17]=[C:18]([CH:24]=[CH:25][C:26](O)=[O:27])[C:19](=[O:23])[O:20]2)=[CH:15][CH:14]=1.C(N(CC)C(C)C)(C)C.OC1C2N=NNC=2C=CC=1, predict the reaction product. The product is: [OH:12][C:13]1[CH:22]=[C:21]2[C:16]([CH:17]=[C:18]([CH:24]=[CH:25][C:26]([NH:1][CH2:2][CH2:3][NH:4][C:5](=[O:11])[O:6][C:7]([CH3:8])([CH3:10])[CH3:9])=[O:27])[C:19](=[O:23])[O:20]2)=[CH:15][CH:14]=1. (2) Given the reactants [NH2:1][C:2]1[C:3]([CH3:14])=[C:4]([CH:9]=[C:10]([Br:13])[C:11]=1[CH3:12])[C:5]([O:7][CH3:8])=[O:6].[C:15]1(=O)[CH2:19][CH2:18][CH2:17][CH2:16]1.C(O)(=O)C.C([BH3-])#N.[Na+], predict the reaction product. The product is: [Br:13][C:10]1[C:11]([CH3:12])=[C:2]([NH:1][CH:15]2[CH2:19][CH2:18][CH2:17][CH2:16]2)[C:3]([CH3:14])=[C:4]([CH:9]=1)[C:5]([O:7][CH3:8])=[O:6].